The task is: Predict which catalyst facilitates the given reaction.. This data is from Catalyst prediction with 721,799 reactions and 888 catalyst types from USPTO. (1) Reactant: [Cl:1][C:2]1[CH:10]=[CH:9][CH:8]=[C:7]2[C:3]=1[C:4]([C:16]([OH:18])=O)=[CH:5][N:6]2[CH:11]1[CH2:15][CH2:14][CH2:13][O:12]1.Cl.[NH2:20][CH2:21][C:22]1([OH:31])[CH2:27][CH2:26][C:25]([F:29])([F:28])[CH:24]([CH3:30])[CH2:23]1.C(Cl)CCl.N1(O)C2C=CC=CC=2N=N1.C(N(C(C)C)C(C)C)C. Product: [Cl:1][C:2]1[CH:10]=[CH:9][CH:8]=[C:7]2[C:3]=1[C:4]([C:16]([NH:20][CH2:21][C:22]1([OH:31])[CH2:27][CH2:26][C:25]([F:29])([F:28])[CH:24]([CH3:30])[CH2:23]1)=[O:18])=[CH:5][N:6]2[CH:11]1[CH2:15][CH2:14][CH2:13][O:12]1. The catalyst class is: 9. (2) Reactant: [CH2:1]([O:3][C:4](=[O:20])[C:5]1[CH:10]=[CH:9][C:8]([N:11]=[CH:12][C:13]2[CH:18]=[CH:17][CH:16]=[C:15]([Br:19])[CH:14]=2)=[CH:7][CH:6]=1)[CH3:2].O.[O-]S(C(F)(F)F)(=O)=O.[Yb+3].[O-]S(C(F)(F)F)(=O)=O.[O-]S(C(F)(F)F)(=O)=O.[CH:47](=[O:51])[CH:48]([CH3:50])[CH3:49].O. Product: [CH2:1]([O:3][C:4]([C:5]1[CH:10]=[C:9]2[C:8](=[CH:7][CH:6]=1)[NH:11][CH:12]([C:13]1[CH:18]=[CH:17][CH:16]=[C:15]([Br:19])[CH:14]=1)[C:48]([CH3:50])([CH3:49])[CH:47]2[OH:51])=[O:20])[CH3:2]. The catalyst class is: 7. (3) Reactant: [F-:1].C([N+:6]([CH2:15][CH2:16][CH2:17]C)([CH2:11][CH2:12][CH2:13][CH3:14])CCCC)CCC.CCOC(C)=O. Product: [C:13]([C:12]1[CH:17]=[CH:16][C:15]([F:1])=[N:6][CH:11]=1)#[CH:14]. The catalyst class is: 1. (4) Reactant: [F:1][C:2]1[CH:7]=[CH:6][C:5]([C:8]#[C:9][Si](C)(C)C)=[CH:4][C:3]=1[C@:14]1([CH3:25])[CH2:19][C@@H:18]([C:20]([F:23])([F:22])[F:21])[O:17][C:16]([NH2:24])=[N:15]1.[F-].C([N+](CCCC)(CCCC)CCCC)CCC. Product: [C:8]([C:5]1[CH:6]=[CH:7][C:2]([F:1])=[C:3]([C@:14]2([CH3:25])[CH2:19][C@@H:18]([C:20]([F:23])([F:21])[F:22])[O:17][C:16]([NH2:24])=[N:15]2)[CH:4]=1)#[CH:9]. The catalyst class is: 4. (5) Reactant: [Si]([O:8][CH2:9][C:10]1[N:15]=[CH:14][C:13]2[N:16]=[CH:17][N:18]([C:19]3[S:23][C:22]([C:24]([NH2:26])=[O:25])=[C:21]([O:27][CH:28]([C:31]4[CH:36]=[CH:35][CH:34]=[CH:33][C:32]=4[Cl:37])[CH2:29][CH3:30])[CH:20]=3)[C:12]=2[CH:11]=1)(C(C)(C)C)(C)C.[F-].C([N+](CCCC)(CCCC)CCCC)CCC. Product: [Cl:37][C:32]1[CH:33]=[CH:34][CH:35]=[CH:36][C:31]=1[CH:28]([O:27][C:21]1[CH:20]=[C:19]([N:18]2[C:12]3[CH:11]=[C:10]([CH2:9][OH:8])[N:15]=[CH:14][C:13]=3[N:16]=[CH:17]2)[S:23][C:22]=1[C:24]([NH2:26])=[O:25])[CH2:29][CH3:30]. The catalyst class is: 1. (6) The catalyst class is: 25. Reactant: C(OC([N:8]1[C:16]2[C:11](=[CH:12][CH:13]=[CH:14][CH:15]=2)[C:10]([CH2:17][CH:18]2[C:27]3[N:23]([C:24]([C:28]4[CH:33]=[CH:32][CH:31]=[CH:30][CH:29]=4)=[N:25][N:26]=3)[C:22]3[CH:34]=[CH:35][CH:36]=[CH:37][C:21]=3[N:20]([CH2:38][C:39](=[O:51])[N:40]([CH2:44][C:45]3[CH:50]=[CH:49][CH:48]=[CH:47][CH:46]=3)[CH:41]([CH3:43])[CH3:42])[C:19]2=[O:52])=[N:9]1)=O)(C)(C)C.Cl. Product: [CH2:44]([N:40]([CH:41]([CH3:43])[CH3:42])[C:39](=[O:51])[CH2:38][N:20]1[C:19](=[O:52])[CH:18]([CH2:17][C:10]2[C:11]3[C:16](=[CH:15][CH:14]=[CH:13][CH:12]=3)[NH:8][N:9]=2)[C:27]2[N:23]([C:24]([C:28]3[CH:29]=[CH:30][CH:31]=[CH:32][CH:33]=3)=[N:25][N:26]=2)[C:22]2[CH:34]=[CH:35][CH:36]=[CH:37][C:21]1=2)[C:45]1[CH:50]=[CH:49][CH:48]=[CH:47][CH:46]=1. (7) Reactant: N12CCCN=C1CCCCC2.[Cl:12][C:13]1[CH:22]=[C:21]2[C:16]([C:17](=[O:29])[CH:18]([C:26]([OH:28])=[O:27])[C:19](=[O:25])[N:20]2[CH2:23][CH3:24])=[CH:15][C:14]=1[NH:30][N:31]1[C:35]([CH3:36])=[CH:34][CH:33]=[C:32]1[CH3:37].[C:38]([O:44][CH2:45]Cl)(=[O:43])[C:39]([CH3:42])([CH3:41])[CH3:40]. The catalyst class is: 10. Product: [Cl:12][C:13]1[CH:22]=[C:21]2[C:16]([C:17](=[O:29])[CH:18]([C:26]([O:28][CH2:45][O:44][C:38](=[O:43])[C:39]([CH3:42])([CH3:41])[CH3:40])=[O:27])[C:19](=[O:25])[N:20]2[CH2:23][CH3:24])=[CH:15][C:14]=1[NH:30][N:31]1[C:35]([CH3:36])=[CH:34][CH:33]=[C:32]1[CH3:37]. (8) Reactant: Cl[C:2]1[C:3]([NH:12][S:13]([C:16]2[CH:21]=[CH:20][CH:19]=[C:18]([N+:22]([O-:24])=[O:23])[CH:17]=2)(=[O:15])=[O:14])=[N:4][C:5]2[C:10]([N:11]=1)=[CH:9][CH:8]=[CH:7][CH:6]=2.[CH3:25][O:26][C:27]1[CH:28]=[C:29]([CH:31]=[C:32]([O:34][CH3:35])[CH:33]=1)[NH2:30]. Product: [CH3:35][O:34][C:32]1[CH:31]=[C:29]([NH:30][C:2]2[C:3]([NH:12][S:13]([C:16]3[CH:21]=[CH:20][CH:19]=[C:18]([N+:22]([O-:24])=[O:23])[CH:17]=3)(=[O:15])=[O:14])=[N:4][C:5]3[C:10]([N:11]=2)=[CH:9][CH:8]=[CH:7][CH:6]=3)[CH:28]=[C:27]([O:26][CH3:25])[CH:33]=1. The catalyst class is: 113. (9) Reactant: [H-].[H-].[H-].[H-].[Li+].[Al+3].[CH2:7]([O:14][C:15]1[CH:25]=[CH:24][C:18]([CH:19]=[CH:20][N+:21]([O-])=O)=[CH:17][C:16]=1[O:26][CH3:27])[C:8]1[CH:13]=[CH:12][CH:11]=[CH:10][CH:9]=1.O.[OH-].[Na+]. Product: [CH2:7]([O:14][C:15]1[CH:25]=[CH:24][C:18]([CH2:19][CH2:20][NH2:21])=[CH:17][C:16]=1[O:26][CH3:27])[C:8]1[CH:13]=[CH:12][CH:11]=[CH:10][CH:9]=1. The catalyst class is: 295. (10) Reactant: [CH3:1][C:2]1[CH:7]=[CH:6][C:5]([NH2:8])=[CH:4][C:3]=1[NH:9][C:10]1[N:15]=[C:14]([C:16]2[CH:21]=[N:20][CH:19]=[CH:18][N:17]=2)[CH:13]=[CH:12][N:11]=1.[F:22][C:23]([F:34])([F:33])[C:24]1[CH:25]=[C:26]([CH:30]=[CH:31][CH:32]=1)[C:27](O)=[O:28].F[P-](F)(F)(F)(F)F.N1(O[P+](N(C)C)(N(C)C)N(C)C)C2C=CC=CC=2N=N1.CCN(C(C)C)C(C)C. Product: [CH3:1][C:2]1[CH:7]=[CH:6][C:5]([NH:8][C:27](=[O:28])[C:26]2[CH:30]=[CH:31][CH:32]=[C:24]([C:23]([F:22])([F:33])[F:34])[CH:25]=2)=[CH:4][C:3]=1[NH:9][C:10]1[N:15]=[C:14]([C:16]2[CH:21]=[N:20][CH:19]=[CH:18][N:17]=2)[CH:13]=[CH:12][N:11]=1. The catalyst class is: 18.